Dataset: Forward reaction prediction with 1.9M reactions from USPTO patents (1976-2016). Task: Predict the product of the given reaction. Given the reactants [OH:1][C:2]1[C:7]([NH:8]/[N:9]=[C:10]2/[C:11]([CH3:25])=[N:12][N:13]([C:16]3[CH:17]=[C:18]4[C:22](=[CH:23][CH:24]=3)[CH2:21][CH2:20][CH2:19]4)[C:14]/2=[O:15])=[CH:6][CH:5]=[CH:4][C:3]=1[C:26]1[O:30][C:29]([C:31]([OH:33])=[O:32])=[CH:28][CH:27]=1.C(CN)O.C(CN)O.OC1C(N/N=[C:51]2/C(C)=N[N:54]([C:57]3C=C4C(=C[CH:65]=3)CCC4)[C:55]/2=O)=CC=CC=1C1OC(C(O)=O)=CC=1.C(NCC)C.C(NCC)C.OC1C(N/N=C2/C(C)=NN(C3C=CC4CCCCC=4C=3)C/2=O)=CC=CC=1C1OC(C(O)=O)=CC=1, predict the reaction product. The product is: [CH2:14]([NH:13][CH2:16][CH3:24])[CH3:10].[CH2:55]([NH:54][CH2:57][CH3:65])[CH3:51].[OH:1][C:2]1[C:7]([NH:8]/[N:9]=[C:10]2/[C:11]([CH3:25])=[N:12][N:13]([C:16]3[CH:17]=[C:18]4[C:22](=[CH:23][CH:24]=3)[CH2:21][CH2:20][CH2:19]4)[C:14]/2=[O:15])=[CH:6][CH:5]=[CH:4][C:3]=1[C:26]1[O:30][C:29]([C:31]([OH:33])=[O:32])=[CH:28][CH:27]=1.